This data is from Catalyst prediction with 721,799 reactions and 888 catalyst types from USPTO. The task is: Predict which catalyst facilitates the given reaction. Reactant: [NH:1]1[CH:5]=[C:4]([C:6]2[CH:7]=[C:8]3[C:13](=[CH:14][CH:15]=2)[CH:12]=[N:11][CH:10]=[CH:9]3)[CH:3]=[N:2]1.[F:16][C:17]([F:40])([F:39])[C:18]1[CH:38]=[CH:37][C:21]([CH2:22][C@H:23]2[CH2:27]OS(=O)(=O)[N:24]2[C:30]([O:32][C:33]([CH3:36])([CH3:35])[CH3:34])=[O:31])=[CH:20][CH:19]=1.C(=O)([O-])[O-].[Cs+].[Cs+]. Product: [CH:12]1[C:13]2[C:8](=[CH:7][C:6]([C:4]3[CH:5]=[N:1][N:2]([CH2:27][C@@H:23]([NH:24][C:30](=[O:31])[O:32][C:33]([CH3:36])([CH3:35])[CH3:34])[CH2:22][C:21]4[CH:37]=[CH:38][C:18]([C:17]([F:40])([F:39])[F:16])=[CH:19][CH:20]=4)[CH:3]=3)=[CH:15][CH:14]=2)[CH:9]=[CH:10][N:11]=1. The catalyst class is: 634.